Task: Binary Classification. Given a drug SMILES string, predict its activity (active/inactive) in a high-throughput screening assay against a specified biological target.. Dataset: Cav3 T-type calcium channel HTS with 100,875 compounds (1) The compound is Clc1cc(C(=O)N2CCN(S(=O)(=O)c3ccc(OC)cc3)CC2)ccc1. The result is 0 (inactive). (2) The compound is S(Cc1ccc(cc1)C(=O)Nc1c(cccc1)C)c1ncccn1. The result is 0 (inactive). (3) The molecule is N=1/C(=N/c2ccc(CC)cc2)c2c(C1N)cccc2. The result is 0 (inactive).